Dataset: Full USPTO retrosynthesis dataset with 1.9M reactions from patents (1976-2016). Task: Predict the reactants needed to synthesize the given product. (1) Given the product [Cl:1][C:2]1[N:10]=[CH:9][N:8]=[C:7]2[C:3]=1[N:4]=[CH:5][N:6]2[CH2:12][N:13]1[CH2:17][CH:16]([CH2:18][CH2:19][CH3:20])[CH2:15][C:14]1=[O:21], predict the reactants needed to synthesize it. The reactants are: [Cl:1][C:2]1[N:10]=[CH:9][N:8]=[C:7]2[C:3]=1[NH:4][CH:5]=[N:6]2.O[CH2:12][N:13]1[CH2:17][CH:16]([CH2:18][CH2:19][CH3:20])[CH2:15][C:14]1=[O:21].C(N(CC)C(=O)OCN1CC(CCC)CC1=O)C. (2) The reactants are: [O:1]([CH2:8][C:9]1[CH:17]=[CH:16][C:12]([C:13](O)=[O:14])=[CH:11][CH:10]=1)[C:2]1[CH:7]=[CH:6][CH:5]=[CH:4][CH:3]=1.B. Given the product [O:1]([CH2:8][C:9]1[CH:10]=[CH:11][C:12]([CH2:13][OH:14])=[CH:16][CH:17]=1)[C:2]1[CH:7]=[CH:6][CH:5]=[CH:4][CH:3]=1, predict the reactants needed to synthesize it. (3) Given the product [C:27]1([CH3:31])[CH:28]=[CH:29][CH:30]=[C:25]([C:23]2[N:22]=[C:21]([C:32]3[CH:33]=[C:34]([CH3:38])[CH:35]=[CH:36][CH:37]=3)[N:20]=[C:19]([C:16]3[CH:15]=[CH:14][C:13]([C:40]4[N:45]=[C:44]([C:46]5[CH:51]=[CH:50][CH:49]=[CH:48][N:47]=5)[CH:43]=[CH:42][CH:41]=4)=[CH:18][CH:17]=3)[N:24]=2)[CH:26]=1, predict the reactants needed to synthesize it. The reactants are: CCCCCC.C([Li])CCC.Br[C:13]1[CH:18]=[CH:17][C:16]([C:19]2[N:24]=[C:23]([C:25]3[CH:26]=[C:27]([CH3:31])[CH:28]=[CH:29][CH:30]=3)[N:22]=[C:21]([C:32]3[CH:33]=[C:34]([CH3:38])[CH:35]=[CH:36][CH:37]=3)[N:20]=2)=[CH:15][CH:14]=1.Br[C:40]1[N:45]=[C:44]([C:46]2[CH:51]=[CH:50][CH:49]=[CH:48][N:47]=2)[CH:43]=[CH:42][CH:41]=1. (4) Given the product [NH2:23][CH2:24][C:25]1[C:26]([F:34])=[C:27]([C:2]2[CH:7]=[CH:6][CH:5]=[C:4]([CH:8]([O:10][C:11]3[CH:16]=[CH:15][CH:14]=[CH:13][C:12]=3[CH2:17][C:18]([OH:20])=[O:19])[CH3:9])[CH:3]=2)[CH:28]=[CH:29][CH:30]=1, predict the reactants needed to synthesize it. The reactants are: Cl[C:2]1[CH:3]=[C:4]([CH:8]([O:10][C:11]2[CH:16]=[CH:15][CH:14]=[CH:13][C:12]=2[CH2:17][C:18]([O:20]C)=[O:19])[CH3:9])[CH:5]=[CH:6][CH:7]=1.Cl.[NH2:23][CH2:24][C:25]1[C:26]([F:34])=[C:27](B(O)O)[CH:28]=[CH:29][CH:30]=1.